Dataset: Full USPTO retrosynthesis dataset with 1.9M reactions from patents (1976-2016). Task: Predict the reactants needed to synthesize the given product. (1) The reactants are: Cl[C:2]([O:4][C:5]1[CH:10]=[CH:9][C:8]([C:11]([O:13][CH3:14])=[O:12])=[CH:7][CH:6]=1)=[O:3].[CH2:15]([CH:18]1[CH2:23][CH2:22][N:21](C(OC(C)(C)C)=O)[CH2:20][CH2:19]1)[C:16]#[CH:17]. Given the product [CH2:15]([CH:18]1[CH2:23][CH2:22][N:21]([C:2]([O:4][C:5]2[CH:10]=[CH:9][C:8]([C:11]([O:13][CH3:14])=[O:12])=[CH:7][CH:6]=2)=[O:3])[CH2:20][CH2:19]1)[C:16]#[CH:17], predict the reactants needed to synthesize it. (2) Given the product [F:21][C:22]([F:33])([F:32])[C:23]1[CH:28]=[CH:27][C:26]([CH2:10][C:11]2[O:15][N:14]=[C:13]([C:16]([O:18][CH2:19][CH3:20])=[O:17])[CH:12]=2)=[CH:25][CH:24]=1, predict the reactants needed to synthesize it. The reactants are: C(OP(O[CH2:10][C:11]1[O:15][N:14]=[C:13]([C:16]([O:18][CH2:19][CH3:20])=[O:17])[CH:12]=1)(OCC)=O)C.[F:21][C:22]([F:33])([F:32])[C:23]1[CH:28]=[CH:27][C:26](B(O)O)=[CH:25][CH:24]=1.C(=O)([O-])[O-].[K+].[K+].C1(P(C2C=CC=CC=2)C2C=CC=CC=2)C=CC=CC=1. (3) Given the product [Cl:2][C:3]1[N:11]=[C:10]2[C:6]([N:7]=[C:8]([C:18]([OH:21])([CH3:20])[CH3:19])[NH:9]2)=[C:5]([Cl:22])[N:4]=1, predict the reactants needed to synthesize it. The reactants are: Cl.[Cl:2][C:3]1[N:11]=[C:10]2[C:6]([N:7]=[C:8]([C:18]([OH:21])([CH3:20])[CH3:19])[N:9]2C2CCCCO2)=[C:5]([Cl:22])[N:4]=1. (4) Given the product [Br:1][C:2]1[CH:9]=[CH:8][C:5]([C@@H:6]2[NH:24][C:16](=[O:18])[CH2:15][CH2:14][C@H:13]2[N+:10]([O-:12])=[O:11])=[CH:4][CH:3]=1, predict the reactants needed to synthesize it. The reactants are: [Br:1][C:2]1[CH:9]=[CH:8][C:5]([CH:6]=O)=[CH:4][CH:3]=1.[N+:10]([CH2:13][CH2:14][CH2:15][C:16]([O:18]C)=O)([O-:12])=[O:11].C([O-])(=O)C.[NH4+:24].